Dataset: Full USPTO retrosynthesis dataset with 1.9M reactions from patents (1976-2016). Task: Predict the reactants needed to synthesize the given product. (1) Given the product [S:28]1[CH:29]=[CH:30][N:31]=[C:27]1[NH:26][C:15]([C:10]1[CH:11]=[CH:12][C:13]2[CH:14]=[C:6]3[C:5](=[O:18])[NH:4][CH2:3][C:2]([CH3:1])([CH3:19])[N:7]3[C:8]=2[CH:9]=1)=[O:16], predict the reactants needed to synthesize it. The reactants are: [CH3:1][C:2]1([CH3:19])[N:7]2[C:8]3[CH:9]=[C:10]([C:15](O)=[O:16])[CH:11]=[CH:12][C:13]=3[CH:14]=[C:6]2[C:5](=[O:18])[NH:4][CH2:3]1.C(Cl)(=O)C(Cl)=O.[NH2:26][C:27]1[S:28][CH:29]=[CH:30][N:31]=1.N1C(C)=CC=CC=1C. (2) Given the product [CH2:1]([O:3][C:4]([C:6]1[C:7]([CH2:18][O:23][CH3:22])=[C:8]2[C:13]([Cl:14])=[C:12]([C:15]#[N:16])[CH:11]=[N:10][N:9]2[CH:17]=1)=[O:5])[CH3:2], predict the reactants needed to synthesize it. The reactants are: [CH2:1]([O:3][C:4]([C:6]1[C:7]([CH2:18]Br)=[C:8]2[C:13]([Cl:14])=[C:12]([C:15]#[N:16])[CH:11]=[N:10][N:9]2[CH:17]=1)=[O:5])[CH3:2].CO.[C:22]([O-])(O)=[O:23].[Na+]. (3) The reactants are: [Br:1][C:2]1[CH:6]=[C:5]([C:7]([OH:9])=O)[N:4]([C:10]2[C:15]([Cl:16])=[CH:14][CH:13]=[CH:12][N:11]=2)[N:3]=1.[NH2:17][C:18]1[C:27]([CH3:28])=[CH:26][C:25]([C:29]#[N:30])=[CH:24][C:19]=1[C:20]([NH:22][CH3:23])=[O:21].N1C=CC=C(C)C=1.CS(Cl)(=O)=O.Cl. Given the product [Br:1][C:2]1[CH:6]=[C:5]([C:7]([NH:17][C:18]2[C:19]([C:20]([NH:22][CH3:23])=[O:21])=[CH:24][C:25]([C:29]#[N:30])=[CH:26][C:27]=2[CH3:28])=[O:9])[N:4]([C:10]2[C:15]([Cl:16])=[CH:14][CH:13]=[CH:12][N:11]=2)[N:3]=1, predict the reactants needed to synthesize it. (4) Given the product [C:16]([O:20][C:21]([N:23]1[CH2:28][CH2:27][N:26]([C:29]2[CH:30]=[CH:31][C:32]([NH:35][C:12]([C:9]3[NH:10][C:11]4[C:7]([C:8]=3[CH3:15])=[CH:6][CH:5]=[CH:4][C:3]=4[O:2][CH3:1])=[O:14])=[CH:33][CH:34]=2)[CH2:25][CH2:24]1)=[O:22])([CH3:19])([CH3:17])[CH3:18], predict the reactants needed to synthesize it. The reactants are: [CH3:1][O:2][C:3]1[CH:4]=[CH:5][CH:6]=[C:7]2[C:11]=1[NH:10][C:9]([C:12]([OH:14])=O)=[C:8]2[CH3:15].[C:16]([O:20][C:21]([N:23]1[CH2:28][CH2:27][N:26]([C:29]2[CH:34]=[CH:33][C:32]([NH2:35])=[CH:31][CH:30]=2)[CH2:25][CH2:24]1)=[O:22])([CH3:19])([CH3:18])[CH3:17].ON1C2C=CC=CC=2N=N1.Cl.C(N=C=NCCCN(C)C)C. (5) Given the product [OH:9][CH2:10][CH2:11][CH2:12][NH:13][C:14]1[N:18]([CH2:19][C:20]2[C:25]([OH:26])=[CH:24][CH:23]=[C:22]([CH3:27])[N:21]=2)[C:17]2[CH:28]=[C:29]([CH3:33])[CH:30]=[C:31]([CH3:32])[C:16]=2[N:15]=1, predict the reactants needed to synthesize it. The reactants are: [H-].[H-].[H-].[H-].[Li+].[Al+3].C([O:9][C:10](=O)[CH2:11][CH2:12][NH:13][C:14]1[N:18]([CH2:19][C:20]2[C:25]([OH:26])=[CH:24][CH:23]=[C:22]([CH3:27])[N:21]=2)[C:17]2[CH:28]=[C:29]([CH3:33])[CH:30]=[C:31]([CH3:32])[C:16]=2[N:15]=1)C.C(OC(=O)C)C.O. (6) The reactants are: [C:1]([C:3]1[CH:8]=[CH:7][C:6]([N:9]([CH2:15][C:16](=[CH2:21])[C:17]([O:19][CH3:20])=[O:18])[CH2:10][C:11]([F:14])([F:13])[F:12])=[CH:5][C:4]=1[C:22]([F:25])([F:24])[F:23])#[N:2]. Given the product [C:1]([C:3]1[CH:8]=[CH:7][C:6]([N:9]([CH2:10][C:11]([F:14])([F:13])[F:12])[CH2:15][CH:16]([CH3:21])[C:17]([O:19][CH3:20])=[O:18])=[CH:5][C:4]=1[C:22]([F:23])([F:25])[F:24])#[N:2], predict the reactants needed to synthesize it. (7) Given the product [F:51][C:45]1[C:46]([F:50])=[CH:47][CH:48]=[CH:49][C:44]=1[C@@H:30]1[CH2:31][CH2:32][C@@H:33]([CH2:40][C:41](=[O:43])[N:52]2[CH2:53][CH2:54][CH:55]([N:58]3[C:66]4[C:61](=[N:62][CH:63]=[CH:64][CH:65]=4)[NH:60][C:59]3=[O:67])[CH2:56][CH2:57]2)[C:34]2=[N:35][CH:36]=[CH:37][CH:38]=[C:39]2[C@H:29]1[NH:28][C:26](=[O:27])[O:25][C:21]([CH3:24])([CH3:23])[CH3:22], predict the reactants needed to synthesize it. The reactants are: CCOP(ON1N=NC2C=CC=CC=2C1=O)(OCC)=O.[C:21]([O:25][C:26]([NH:28][C@@H:29]1[C:39]2[C:34](=[N:35][CH:36]=[CH:37][CH:38]=2)[C@H:33]([CH2:40][C:41]([OH:43])=O)[CH2:32][CH2:31][C@H:30]1[C:44]1[CH:49]=[CH:48][CH:47]=[C:46]([F:50])[C:45]=1[F:51])=[O:27])([CH3:24])([CH3:23])[CH3:22].[NH:52]1[CH2:57][CH2:56][CH:55]([N:58]2[C:66]3[C:61](=[N:62][CH:63]=[CH:64][CH:65]=3)[NH:60][C:59]2=[O:67])[CH2:54][CH2:53]1.C(N(CC)CC)C. (8) Given the product [CH2:16]([NH:21][C:10](=[O:12])[C:9]1[CH:13]=[CH:14][CH:15]=[C:7]([C:1]2[CH:2]=[CH:3][CH:4]=[CH:5][CH:6]=2)[CH:8]=1)[CH2:17][CH:18]([CH3:20])[CH3:19], predict the reactants needed to synthesize it. The reactants are: [C:1]1([C:7]2[CH:8]=[C:9]([CH:13]=[CH:14][CH:15]=2)[C:10]([OH:12])=O)[CH:6]=[CH:5][CH:4]=[CH:3][CH:2]=1.[CH2:16]([NH2:21])[CH2:17][CH:18]([CH3:20])[CH3:19]. (9) The reactants are: [O:1]1[C:5]2[CH:6]=[CH:7][CH:8]=[CH:9][C:4]=2[CH:3]=[C:2]1[CH:10]=[N:11][S:12]([C:15]1[CH:25]=[CH:24][C:18]2[O:19][CH2:20][CH2:21][CH2:22][O:23][C:17]=2[CH:16]=1)(=[O:14])=[O:13].O1CCCC1.Br[Mg][C:33]1[C:38]([CH3:39])=[CH:37][CH:36]=[CH:35][N:34]=1.[Cl-].[NH4+]. Given the product [O:1]1[C:5]2[CH:6]=[CH:7][CH:8]=[CH:9][C:4]=2[CH:3]=[C:2]1[CH:10]([C:33]1[C:38]([CH3:39])=[CH:37][CH:36]=[CH:35][N:34]=1)[NH:11][S:12]([C:15]1[CH:25]=[CH:24][C:18]2[O:19][CH2:20][CH2:21][CH2:22][O:23][C:17]=2[CH:16]=1)(=[O:13])=[O:14], predict the reactants needed to synthesize it.